This data is from Full USPTO retrosynthesis dataset with 1.9M reactions from patents (1976-2016). The task is: Predict the reactants needed to synthesize the given product. (1) Given the product [OH:13][C:8]1[CH:9]=[CH:10][CH:11]=[CH:12][C:7]=1[NH:6][C:4](=[O:5])[N:3]([CH3:15])[CH3:1], predict the reactants needed to synthesize it. The reactants are: [CH2:1]([NH:3][C:4]([NH:6][C:7]1[CH:12]=[CH:11][CH:10]=[CH:9][C:8]=1[OH:13])=[O:5])C.N(C1C=CC=CC=1OC)=[C:15]=O.CNC. (2) The reactants are: [OH:1][C@@H:2]1[CH2:6][O:5][CH2:4][C@H:3]1[O:7][C:8]1[CH:15]=[CH:14][C:11]([CH:12]=O)=[CH:10][CH:9]=1.[C:16](#[N:20])[CH2:17][C:18]#[N:19].CN1CCOCC1. Given the product [OH:1][C@@H:2]1[CH2:6][O:5][CH2:4][C@H:3]1[O:7][C:8]1[CH:15]=[CH:14][C:11]([CH:12]=[C:17]([C:16]#[N:20])[C:18]#[N:19])=[CH:10][CH:9]=1, predict the reactants needed to synthesize it. (3) Given the product [CH:1]12[CH2:7][CH:4]([CH2:5][CH2:6]1)[CH:3]([C:8]([O-:10])=[O:9])[CH:2]2[C:11]([O-:13])=[O:12].[Na+:14].[Na+:14], predict the reactants needed to synthesize it. The reactants are: [C:1]12[CH2:7][CH:4]([CH2:5][CH2:6]1)[CH:3]([C:8]([O-:10])=[O:9])[C:2]=2[C:11]([O-:13])=[O:12].[Na+:14].[Na+]. (4) Given the product [F:1][C:2]1[CH:3]=[C:4]([CH2:19][N:20]2[CH2:25][CH2:24][N:23]([C:32]([CH:30]3[CH2:31][CH:28]([CH3:27])[CH2:29]3)=[O:33])[C@@H:22]([CH3:26])[CH2:21]2)[C:5]([CH3:18])=[C:6]([NH:8][C:9](=[O:17])[C:10]2[CH:15]=[CH:14][C:13]([CH3:16])=[N:12][CH:11]=2)[CH:7]=1, predict the reactants needed to synthesize it. The reactants are: [F:1][C:2]1[CH:3]=[C:4]([CH2:19][N:20]2[CH2:25][CH2:24][NH:23][C@@H:22]([CH3:26])[CH2:21]2)[C:5]([CH3:18])=[C:6]([NH:8][C:9](=[O:17])[C:10]2[CH:15]=[CH:14][C:13]([CH3:16])=[N:12][CH:11]=2)[CH:7]=1.[CH3:27][CH:28]1[CH2:31][CH:30]([C:32](O)=[O:33])[CH2:29]1.CN(C(ON1N=NC2C=CC=NC1=2)=[N+](C)C)C.F[P-](F)(F)(F)(F)F.CCN(C(C)C)C(C)C. (5) Given the product [OH:1][C@@H:2]1[CH2:9][N:8]([CH2:10][CH2:11][CH2:12][N:13]2[C:19](=[O:20])[CH2:18][CH2:17][N:16]([C:26]3[CH:27]=[CH:22][CH:23]=[C:24]([O:28][C:29]([F:30])([F:31])[F:32])[CH:25]=3)[CH2:15][CH2:14]2)[CH2:7][CH2:6][C:3]21[CH2:4][CH2:5]2, predict the reactants needed to synthesize it. The reactants are: [OH:1][C@@H:2]1[CH2:9][N:8]([CH2:10][CH2:11][CH2:12][N:13]2[C:19](=[O:20])[CH2:18][CH2:17][NH:16][CH2:15][CH2:14]2)[CH2:7][CH2:6][C:3]21[CH2:5][CH2:4]2.I[C:22]1[CH:27]=[CH:26][CH:25]=[C:24]([O:28][C:29]([F:32])([F:31])[F:30])[CH:23]=1.